From a dataset of Catalyst prediction with 721,799 reactions and 888 catalyst types from USPTO. Predict which catalyst facilitates the given reaction. (1) Reactant: Cl[C:2]([O:4][CH2:5][Cl:6])=[O:3].[CH2:7]([OH:13])[CH2:8][CH2:9][CH2:10][CH2:11][CH3:12].N1C=CC=CC=1.Cl. Product: [C:2](=[O:3])([O:4][CH2:5][Cl:6])[O:13][CH2:7][CH2:8][CH2:9][CH2:10][CH2:11][CH3:12]. The catalyst class is: 4. (2) Reactant: [NH2:1][C:2]1[CH:7]=[C:6](Cl)[CH:5]=[CH:4][N:3]=1.[OH:9][C:10]1[CH:15]=[CH:14][C:13]([N+:16]([O-:18])=[O:17])=[CH:12][C:11]=1[CH3:19].C(N(C(C)C)CC)(C)C. Product: [CH3:19][C:11]1[CH:12]=[C:13]([N+:16]([O-:18])=[O:17])[CH:14]=[CH:15][C:10]=1[O:9][C:6]1[CH:5]=[CH:4][N:3]=[C:2]([NH2:1])[CH:7]=1. The catalyst class is: 60.